From a dataset of Reaction yield outcomes from USPTO patents with 853,638 reactions. Predict the reaction yield, written as a fraction of the theoretical maximum amount of product (1.0 means a 100% yield; for example, 0.34 means a 34% yield). The reactants are [Cl:1][C:2]1[N:6]([CH3:7])[N:5]=[C:4]([C:8]2[CH:13]=[CH:12][CH:11]=[CH:10][N:9]=2)[C:3]=1/[C:14](/[C:20]1[CH:25]=[CH:24][C:23]([Cl:26])=[CH:22][C:21]=1[CH3:27])=[CH:15]\[CH2:16][C:17]([OH:19])=[O:18].[CH3:28][C:29]([NH2:32])([CH3:31])[CH3:30]. The catalyst is C1COCC1. The product is [Cl:1][C:2]1[N:6]([CH3:7])[N:5]=[C:4]([C:8]2[CH:13]=[CH:12][CH:11]=[CH:10][N:9]=2)[C:3]=1/[C:14](/[C:20]1[CH:25]=[CH:24][C:23]([Cl:26])=[CH:22][C:21]=1[CH3:27])=[CH:15]\[CH2:16][C:17]([O-:19])=[O:18].[CH3:28][C:29]([NH3+:32])([CH3:31])[CH3:30]. The yield is 0.950.